Dataset: Full USPTO retrosynthesis dataset with 1.9M reactions from patents (1976-2016). Task: Predict the reactants needed to synthesize the given product. (1) Given the product [C:6]([C:10]1[CH:15]=[C:14]([S:2]([Cl:1])(=[O:5])=[O:3])[CH:13]=[C:12]([C:20]([CH3:23])([CH3:22])[CH3:21])[CH:11]=1)([CH3:9])([CH3:8])[CH3:7], predict the reactants needed to synthesize it. The reactants are: [Cl:1][S:2]([OH:5])(=O)=[O:3].[C:6]([C:10]1[CH:15]=[C:14](C(C)(C)C)[CH:13]=[C:12]([C:20]([CH3:23])([CH3:22])[CH3:21])[CH:11]=1)([CH3:9])([CH3:8])[CH3:7]. (2) Given the product [OH:1][C:2]1[CH:3]=[CH:4][C:5]([CH2:6][NH:7][C:8]2[NH:12][N:11]=[C:10]([NH:13][C:14]3[CH:15]=[CH:16][C:17]([N+:20]([O-:22])=[O:21])=[CH:18][CH:19]=3)[C:9]=2[C:23]([NH2:25])=[O:24])=[CH:26][CH:27]=1, predict the reactants needed to synthesize it. The reactants are: [OH:1][C:2]1[CH:27]=[CH:26][C:5]([CH:6]=[N:7][C:8]2[NH:12][N:11]=[C:10]([NH:13][C:14]3[CH:19]=[CH:18][C:17]([N+:20]([O-:22])=[O:21])=[CH:16][CH:15]=3)[C:9]=2[C:23]([NH2:25])=[O:24])=[CH:4][CH:3]=1.[BH4-].[Na+]. (3) The reactants are: [CH3:1][O:2][CH2:3][CH2:4][O:5][CH2:6][C:7]1[S:8][CH:9]=[C:10]([CH2:12]O)[N:11]=1.P(Br)(Br)[Br:15]. Given the product [Br:15][CH2:12][C:10]1[N:11]=[C:7]([CH2:6][O:5][CH2:4][CH2:3][O:2][CH3:1])[S:8][CH:9]=1, predict the reactants needed to synthesize it.